Dataset: Catalyst prediction with 721,799 reactions and 888 catalyst types from USPTO. Task: Predict which catalyst facilitates the given reaction. (1) Reactant: [Br:1][C:2]1[CH:16]=[CH:15][C:14](I)=[CH:13][C:3]=1[CH2:4][O:5][Si:6]([C:9]([CH3:12])([CH3:11])[CH3:10])([CH3:8])[CH3:7].C([Mg]Cl)(C)C.[Cl-].[Li+].[Cl:25][CH2:26][C:27](N(OC)C)=[O:28]. Product: [Br:1][C:2]1[CH:16]=[CH:15][C:14]([C:27](=[O:28])[CH2:26][Cl:25])=[CH:13][C:3]=1[CH2:4][O:5][Si:6]([C:9]([CH3:12])([CH3:11])[CH3:10])([CH3:8])[CH3:7]. The catalyst class is: 54. (2) Reactant: [C:1]([NH:8][C@H:9]([C:14]([OH:16])=O)[CH2:10][CH:11]([CH3:13])[CH3:12])([O:3][C:4]([CH3:7])([CH3:6])[CH3:5])=[O:2].Cl.[CH3:18][NH:19][O:20][CH3:21].O.ON1C2C=CC=CC=2N=N1.CN1CCOCC1.Cl.C(N=C=NCCCN(C)C)C. Product: [CH3:18][N:19]([O:20][CH3:21])[C:14](=[O:16])[C@H:9]([CH2:10][CH:11]([CH3:12])[CH3:13])[NH:8][C:1]([O:3][C:4]([CH3:5])([CH3:6])[CH3:7])=[O:2]. The catalyst class is: 3. (3) Reactant: [CH3:1][C:2]1([CH3:11])[O:6][C@@:5]([CH3:10])([CH:7]=[N:8][OH:9])[CH2:4][O:3]1.[Cl:12]N1C(=O)CCC1=O. Product: [OH:9][N:8]=[C:7]([Cl:12])[C@@:5]1([CH3:10])[CH2:4][O:3][C:2]([CH3:11])([CH3:1])[O:6]1. The catalyst class is: 18. (4) Reactant: [C:1]([NH:4][C:5]1[N:10]=[C:9](/[CH:11]=[CH:12]/[C:13]([C:15]2[CH:20]=[CH:19][C:18]([NH:21][C:22]([C:24]3[C:25]([C:31]4[CH:36]=[CH:35][C:34]([C:37]([F:40])([F:39])[F:38])=[CH:33][CH:32]=4)=[CH:26][C:27]([CH3:30])=[CH:28][CH:29]=3)=[O:23])=[CH:17][CH:16]=2)=[O:14])[CH:8]=[CH:7][CH:6]=1)(=[O:3])[CH3:2].[H][H]. Product: [C:1]([NH:4][C:5]1[N:10]=[C:9]([CH2:11][CH2:12][CH:13]([C:15]2[CH:16]=[CH:17][C:18]([NH:21][C:22]([C:24]3[C:25]([C:31]4[CH:32]=[CH:33][C:34]([C:37]([F:39])([F:38])[F:40])=[CH:35][CH:36]=4)=[CH:26][C:27]([CH3:30])=[CH:28][CH:29]=3)=[O:23])=[CH:19][CH:20]=2)[OH:14])[CH:8]=[CH:7][CH:6]=1)(=[O:3])[CH3:2]. The catalyst class is: 19. (5) Reactant: [NH2:1][CH2:2][CH:3]([OH:8])[CH2:4][C:5]([OH:7])=[O:6].OS(O)(=O)=O.Cl.[CH3:15]O. Product: [NH2:1][CH2:2][CH:3]([OH:8])[CH2:4][C:5]([O:7][CH3:15])=[O:6]. The catalyst class is: 880. (6) Reactant: [CH3:1][O:2][C:3](=[O:25])[C:4]1[CH:9]=[CH:8][C:7]([NH:10][C:11]([O:13]C2C=CC([N+]([O-])=O)=CC=2)=O)=[C:6]([O:23][CH3:24])[CH:5]=1.[CH3:26][C:27]1[N:28]=[CH:29][C:30]([NH2:33])=[N:31][CH:32]=1.CCOC(C)=O. Product: [CH3:1][O:2][C:3](=[O:25])[C:4]1[CH:9]=[CH:8][C:7]([NH:10][C:11]([NH:33][C:30]2[CH:29]=[N:28][C:27]([CH3:26])=[CH:32][N:31]=2)=[O:13])=[C:6]([O:23][CH3:24])[CH:5]=1. The catalyst class is: 37. (7) Reactant: Cl.Cl.[NH:3]1[CH2:6][CH:5]([C:7]2[C:8]([O:28][CH3:29])=[C:9]([CH:15]([N:17]3[C:21]4=[N:22][CH:23]=[N:24][C:25]([NH2:26])=[C:20]4[C:19]([CH3:27])=[N:18]3)[CH3:16])[CH:10]=[C:11]([Cl:14])[C:12]=2[CH3:13])[CH2:4]1. Product: [CH:5]([N:3]1[CH2:4][CH:5]([C:7]2[C:8]([O:28][CH3:29])=[C:9]([CH:15]([N:17]3[C:21]4=[N:22][CH:23]=[N:24][C:25]([NH2:26])=[C:20]4[C:19]([CH3:27])=[N:18]3)[CH3:16])[CH:10]=[C:11]([Cl:14])[C:12]=2[CH3:13])[CH2:6]1)([CH2:7][CH3:12])[CH3:4]. The catalyst class is: 131. (8) Reactant: C[Si](C)(C)[C:3]#[C:4][C:5]1[C:6]([CH:19]=[O:20])=[CH:7][C:8]2[C:9]([CH3:18])([CH3:17])[CH2:10][CH2:11][C:12]([CH3:16])([CH3:15])[C:13]=2[CH:14]=1.C(=O)([O-])[O-].[K+].[K+].O. Product: [C:4]([C:5]1[C:6]([CH:19]=[O:20])=[CH:7][C:8]2[C:9]([CH3:18])([CH3:17])[CH2:10][CH2:11][C:12]([CH3:15])([CH3:16])[C:13]=2[CH:14]=1)#[CH:3]. The catalyst class is: 5. (9) Reactant: [F:1][C:2]1[C:12]([N+:13]([O-:15])=[O:14])=[CH:11][C:5]2[NH:6][C:7](=[O:10])[CH2:8][O:9][C:4]=2[CH:3]=1.C([O-])([O-])=O.[K+].[K+].Br[CH:23]([CH3:29])[C:24]([O:26][CH2:27][CH3:28])=[O:25]. Product: [CH2:27]([O:26][C:24](=[O:25])[CH:23]([N:6]1[C:5]2[CH:11]=[C:12]([N+:13]([O-:15])=[O:14])[C:2]([F:1])=[CH:3][C:4]=2[O:9][CH2:8][C:7]1=[O:10])[CH3:29])[CH3:28]. The catalyst class is: 21.